From a dataset of Reaction yield outcomes from USPTO patents with 853,638 reactions. Predict the reaction yield, written as a fraction of the theoretical maximum amount of product (1.0 means a 100% yield; for example, 0.34 means a 34% yield). (1) The reactants are Cl[C:2]1[CH:7]=[C:6]([Cl:8])[N:5]=[C:4]([N:9]2[C:13]3[CH:14]=[CH:15][CH:16]=[CH:17][C:12]=3[N:11]=[C:10]2[CH:18]([F:20])[F:19])[N:3]=1.Cl.[CH3:22][C@H:23]1[O:28][CH2:27][CH2:26][NH:25][C@H:24]1[CH3:29].C(=O)([O-])[O-].[K+].[K+].CN(C=O)C. The catalyst is O. The product is [Cl:8][C:6]1[CH:7]=[C:2]([N:25]2[CH2:26][CH2:27][O:28][C@@H:23]([CH3:22])[C@H:24]2[CH3:29])[N:3]=[C:4]([N:9]2[C:13]3[CH:14]=[CH:15][CH:16]=[CH:17][C:12]=3[N:11]=[C:10]2[CH:18]([F:20])[F:19])[N:5]=1. The yield is 0.840. (2) The reactants are CN(C(ON1N=NC2C=CC=NC1=2)=[N+](C)C)C.F[P-](F)(F)(F)(F)F.C(N(CC)C(C)C)(C)C.[Cl:34][C:35]1[CH:40]=[CH:39][CH:38]=[C:37]([Cl:41])[C:36]=1[NH:42][C:43]([NH:45][C:46]1[C:47]([C:56](O)=[O:57])=[CH:48][C:49]2[C:54]([CH:55]=1)=[CH:53][CH:52]=[CH:51][CH:50]=2)=[O:44].[NH2:59][C:60]1[C:61]([C:65]([O:67][CH3:68])=[O:66])=[CH:62][S:63][CH:64]=1.C([O-])(O)=O.[Na+]. The catalyst is C(Cl)Cl.CN(C=O)C. The product is [Cl:34][C:35]1[CH:40]=[CH:39][CH:38]=[C:37]([Cl:41])[C:36]=1[NH:42][C:43]([NH:45][C:46]1[C:47]([C:56]([NH:59][C:60]2[C:61]([C:65]([O:67][CH3:68])=[O:66])=[CH:62][S:63][CH:64]=2)=[O:57])=[CH:48][C:49]2[C:54]([CH:55]=1)=[CH:53][CH:52]=[CH:51][CH:50]=2)=[O:44]. The yield is 0.500. (3) The reactants are C(=O)([O-])[O-].[K+].[K+].ClC1C=C(C=CC=1)C(O)=O.[NH:17]1[C:21]2=[N+:22]([O-:26])[CH:23]=[CH:24][CH:25]=[C:20]2[CH:19]=[CH:18]1. The catalyst is O. The product is [NH:17]1[C:21]2=[N+:22]([O-:26])[CH:23]=[CH:24][CH:25]=[C:20]2[CH:19]=[CH:18]1. The yield is 0.730. (4) The reactants are CC1(C)COB([C:8]2[CH:13]=[CH:12][C:11]([O:14][CH:15]3[CH2:18][O:17][CH2:16]3)=[CH:10][CH:9]=2)OC1.Br[C:21]1[CH:22]=[C:23]2[C:27](=[CH:28][C:29]=1[Cl:30])[NH:26][CH:25]=[C:24]2[CH:31]=[O:32].C(=O)([O-])[O-].[K+].[K+].C1(C)C=CC=CC=1. The catalyst is C(O)C.C1C=CC(P(C2C=CC=CC=2)[C-]2C=CC=C2)=CC=1.C1C=CC(P(C2C=CC=CC=2)[C-]2C=CC=C2)=CC=1.Cl[Pd]Cl.[Fe+2].C(OCC)(=O)C. The product is [Cl:30][C:29]1[CH:28]=[C:27]2[C:23]([C:24]([CH:31]=[O:32])=[CH:25][NH:26]2)=[CH:22][C:21]=1[C:8]1[CH:9]=[CH:10][C:11]([O:14][CH:15]2[CH2:16][O:17][CH2:18]2)=[CH:12][CH:13]=1. The yield is 0.870. (5) The reactants are [CH2:1]([N:8]1[CH2:12][C@H:11]([O:13][Si](C(C)(C)C)(C)C)[C@H:10]([NH:21][C:22](=[O:28])[O:23][C:24]([CH3:27])([CH3:26])[CH3:25])[CH2:9]1)[C:2]1[CH:7]=[CH:6][CH:5]=[CH:4][CH:3]=1.CCCC[N+](CCCC)(CCCC)CCCC.[F-]. The catalyst is C(#N)C. The product is [CH2:1]([N:8]1[CH2:12][C@H:11]([OH:13])[C@H:10]([NH:21][C:22](=[O:28])[O:23][C:24]([CH3:26])([CH3:25])[CH3:27])[CH2:9]1)[C:2]1[CH:3]=[CH:4][CH:5]=[CH:6][CH:7]=1. The yield is 0.970. (6) The reactants are C(N(CC)CC)C.[CH3:8][O:9][C:10](=[O:25])[CH2:11][CH:12]1[CH2:17][CH2:16][CH:15]([C:18]2[CH:23]=[CH:22][C:21]([OH:24])=[CH:20][CH:19]=2)[CH2:14][CH2:13]1.[F:26][C:27]([F:33])([F:32])[S:28](O)(=[O:30])=[O:29].O. The catalyst is C(Cl)Cl. The product is [CH3:8][O:9][C:10](=[O:25])[CH2:11][CH:12]1[CH2:13][CH2:14][CH:15]([C:18]2[CH:19]=[CH:20][C:21]([O:24][S:28]([C:27]([F:33])([F:32])[F:26])(=[O:30])=[O:29])=[CH:22][CH:23]=2)[CH2:16][CH2:17]1. The yield is 0.910.